From a dataset of NCI-60 drug combinations with 297,098 pairs across 59 cell lines. Regression. Given two drug SMILES strings and cell line genomic features, predict the synergy score measuring deviation from expected non-interaction effect. (1) Drug 1: CC1=C(C(CCC1)(C)C)C=CC(=CC=CC(=CC(=O)O)C)C. Drug 2: C1=CC=C(C=C1)NC(=O)CCCCCCC(=O)NO. Cell line: OVCAR3. Synergy scores: CSS=-2.48, Synergy_ZIP=9.83, Synergy_Bliss=11.9, Synergy_Loewe=-19.3, Synergy_HSA=-7.10. (2) Drug 1: C1=NC(=NC(=O)N1C2C(C(C(O2)CO)O)O)N. Drug 2: CCN(CC)CCCC(C)NC1=C2C=C(C=CC2=NC3=C1C=CC(=C3)Cl)OC. Cell line: T-47D. Synergy scores: CSS=5.34, Synergy_ZIP=0.972, Synergy_Bliss=3.89, Synergy_Loewe=-2.40, Synergy_HSA=-2.04. (3) Drug 1: C1C(C(OC1N2C=NC3=C(N=C(N=C32)Cl)N)CO)O. Drug 2: CCC(=C(C1=CC=CC=C1)C2=CC=C(C=C2)OCCN(C)C)C3=CC=CC=C3.C(C(=O)O)C(CC(=O)O)(C(=O)O)O. Cell line: PC-3. Synergy scores: CSS=16.7, Synergy_ZIP=-0.890, Synergy_Bliss=3.26, Synergy_Loewe=-2.46, Synergy_HSA=2.02. (4) Cell line: IGROV1. Synergy scores: CSS=3.78, Synergy_ZIP=-11.0, Synergy_Bliss=-7.12, Synergy_Loewe=-24.5, Synergy_HSA=-7.84. Drug 1: CC1=C2C(C(=O)C3(C(CC4C(C3C(C(C2(C)C)(CC1OC(=O)C(C(C5=CC=CC=C5)NC(=O)C6=CC=CC=C6)O)O)OC(=O)C7=CC=CC=C7)(CO4)OC(=O)C)O)C)OC(=O)C. Drug 2: C1=NNC2=C1C(=O)NC=N2. (5) Drug 1: CC(C1=C(C=CC(=C1Cl)F)Cl)OC2=C(N=CC(=C2)C3=CN(N=C3)C4CCNCC4)N. Drug 2: CC(C)(C#N)C1=CC(=CC(=C1)CN2C=NC=N2)C(C)(C)C#N. Cell line: DU-145. Synergy scores: CSS=7.24, Synergy_ZIP=-0.513, Synergy_Bliss=5.02, Synergy_Loewe=3.28, Synergy_HSA=3.01. (6) Cell line: LOX IMVI. Drug 1: C1=NC2=C(N=C(N=C2N1C3C(C(C(O3)CO)O)F)Cl)N. Drug 2: CCC1(C2=C(COC1=O)C(=O)N3CC4=CC5=C(C=CC(=C5CN(C)C)O)N=C4C3=C2)O.Cl. Synergy scores: CSS=41.9, Synergy_ZIP=-1.15, Synergy_Bliss=-2.62, Synergy_Loewe=-16.1, Synergy_HSA=-1.85.